From a dataset of Reaction yield outcomes from USPTO patents with 853,638 reactions. Predict the reaction yield, written as a fraction of the theoretical maximum amount of product (1.0 means a 100% yield; for example, 0.34 means a 34% yield). (1) The reactants are Cl[C:2]1[C:3]2[CH:10]=[C:9]([C:11]3[CH:16]=[CH:15][N:14]=[CH:13][CH:12]=3)[S:8][C:4]=2[N:5]=[CH:6][N:7]=1.C([O-])([O-])=O.[K+].[K+].[N+:23]([C:26]1[CH:27]=[C:28](B(O)O)[CH:29]=[CH:30][CH:31]=1)([O-:25])=[O:24]. The catalyst is C1C=CC([P]([Pd]([P](C2C=CC=CC=2)(C2C=CC=CC=2)C2C=CC=CC=2)([P](C2C=CC=CC=2)(C2C=CC=CC=2)C2C=CC=CC=2)[P](C2C=CC=CC=2)(C2C=CC=CC=2)C2C=CC=CC=2)(C2C=CC=CC=2)C2C=CC=CC=2)=CC=1. The product is [N+:23]([C:26]1[CH:31]=[C:30]([C:2]2[C:3]3[CH:10]=[C:9]([C:11]4[CH:16]=[CH:15][N:14]=[CH:13][CH:12]=4)[S:8][C:4]=3[N:5]=[CH:6][N:7]=2)[CH:29]=[CH:28][CH:27]=1)([O-:25])=[O:24]. The yield is 0.600. (2) The reactants are [O:1]=[C:2]1[CH2:6][CH2:5][CH2:4][N:3]1[CH2:7][CH2:8][CH2:9][NH:10][C:11]([C:13]1[CH:14]=[CH:15][C:16]([N:28]2[CH2:33][CH2:32][N:31]([C:34]3[CH:39]=[CH:38][CH:37]=[CH:36][C:35]=3[CH3:40])[CH2:30][CH2:29]2)=[C:17]([NH:19][C:20]([C:22]2[O:23][C:24](Br)=[CH:25][CH:26]=2)=[O:21])[CH:18]=1)=[O:12].C[Si]([C:45]#[CH:46])(C)C.C(N(CC)CC)C. The catalyst is C(#N)C.[Cu]I. The product is [O:1]=[C:2]1[CH2:6][CH2:5][CH2:4][N:3]1[CH2:7][CH2:8][CH2:9][NH:10][C:11]([C:13]1[CH:14]=[CH:15][C:16]([N:28]2[CH2:33][CH2:32][N:31]([C:34]3[CH:39]=[CH:38][CH:37]=[CH:36][C:35]=3[CH3:40])[CH2:30][CH2:29]2)=[C:17]([NH:19][C:20]([C:22]2[O:23][C:24]([C:45]#[CH:46])=[CH:25][CH:26]=2)=[O:21])[CH:18]=1)=[O:12]. The yield is 0.140.